From a dataset of Forward reaction prediction with 1.9M reactions from USPTO patents (1976-2016). Predict the product of the given reaction. (1) Given the reactants [NH2:1][C:2]1[CH:10]=[CH:9][CH:8]=[C:7]2[C:3]=1[CH:4]([CH2:19][CH2:20][CH2:21][C:22]([O:24]CC)=[O:23])[CH2:5][N:6]2[CH2:11][C:12]([O:14][C:15]([CH3:18])([CH3:17])[CH3:16])=[O:13].[OH-].[Li+:28].Cl, predict the reaction product. The product is: [NH2:1][C:2]1[CH:10]=[CH:9][CH:8]=[C:7]2[C:3]=1[CH:4]([CH2:19][CH2:20][CH2:21][C:22]([O-:24])=[O:23])[CH2:5][N:6]2[CH2:11][C:12]([O:14][C:15]([CH3:17])([CH3:18])[CH3:16])=[O:13].[Li+:28]. (2) Given the reactants C[N+]([O-:5])(C)C.Br[CH2:7][CH2:8][CH2:9][CH2:10][CH2:11][CH2:12][C:13]#[N:14], predict the reaction product. The product is: [O:5]=[CH:7][CH2:8][CH2:9][CH2:10][CH2:11][CH2:12][C:13]#[N:14].